Task: Predict the reactants needed to synthesize the given product.. Dataset: Full USPTO retrosynthesis dataset with 1.9M reactions from patents (1976-2016) (1) Given the product [CH2:21]([N:23]1[CH2:24][CH2:25][N:26]([C:29]2[N:34]=[CH:33][C:32]([NH:35][C:2]3[N:3]=[CH:4][C:5]4[S:10][CH:9]=[C:8]([C:11]5[CH:16]=[CH:15][CH:14]=[CH:13][C:12]=5[C:17]([F:20])([F:19])[F:18])[C:6]=4[N:7]=3)=[CH:31][CH:30]=2)[CH2:27][CH2:28]1)[CH3:22], predict the reactants needed to synthesize it. The reactants are: Cl[C:2]1[N:3]=[CH:4][C:5]2[S:10][CH:9]=[C:8]([C:11]3[CH:16]=[CH:15][CH:14]=[CH:13][C:12]=3[C:17]([F:20])([F:19])[F:18])[C:6]=2[N:7]=1.[CH2:21]([N:23]1[CH2:28][CH2:27][N:26]([C:29]2[N:34]=[CH:33][C:32]([NH2:35])=[CH:31][CH:30]=2)[CH2:25][CH2:24]1)[CH3:22]. (2) Given the product [CH3:1][O:2][C:3](=[O:21])[CH2:4][CH2:5][C:6]1[CH:11]=[CH:10][C:9]([CH2:12][N:13]2[CH:17]=[CH:16][CH:15]=[N:14]2)=[CH:8][C:7]=1[CH2:18][OH:19], predict the reactants needed to synthesize it. The reactants are: [CH3:1][O:2][C:3](=[O:21])[CH2:4][CH2:5][C:6]1[CH:11]=[CH:10][C:9]([CH2:12][N:13]2[CH:17]=[CH:16][CH:15]=[N:14]2)=[CH:8][C:7]=1[C:18](O)=[O:19]. (3) Given the product [O:11]1[CH2:12][CH2:13][N:14]=[C:10]1[C:7]1[CH:8]=[CH:9][C:4]([NH2:1])=[CH:5][CH:6]=1, predict the reactants needed to synthesize it. The reactants are: [N+:1]([C:4]1[CH:9]=[CH:8][C:7]([C:10]2[O:11][CH2:12][CH2:13][N:14]=2)=[CH:6][CH:5]=1)([O-])=O.C(O)C.